Dataset: NCI-60 drug combinations with 297,098 pairs across 59 cell lines. Task: Regression. Given two drug SMILES strings and cell line genomic features, predict the synergy score measuring deviation from expected non-interaction effect. (1) Drug 1: CC12CCC(CC1=CCC3C2CCC4(C3CC=C4C5=CN=CC=C5)C)O. Drug 2: CN(C)N=NC1=C(NC=N1)C(=O)N. Cell line: MDA-MB-435. Synergy scores: CSS=-5.28, Synergy_ZIP=0.179, Synergy_Bliss=-5.21, Synergy_Loewe=-16.1, Synergy_HSA=-9.68. (2) Synergy scores: CSS=-2.18, Synergy_ZIP=-1.15, Synergy_Bliss=-4.47, Synergy_Loewe=-3.23, Synergy_HSA=-4.67. Cell line: NCI/ADR-RES. Drug 2: CC(C)(C#N)C1=CC(=CC(=C1)CN2C=NC=N2)C(C)(C)C#N. Drug 1: CC1OCC2C(O1)C(C(C(O2)OC3C4COC(=O)C4C(C5=CC6=C(C=C35)OCO6)C7=CC(=C(C(=C7)OC)O)OC)O)O.